This data is from Peptide-MHC class I binding affinity with 185,985 pairs from IEDB/IMGT. The task is: Regression. Given a peptide amino acid sequence and an MHC pseudo amino acid sequence, predict their binding affinity value. This is MHC class I binding data. (1) The binding affinity (normalized) is 0.492. The MHC is HLA-B40:01 with pseudo-sequence HLA-B40:01. The peptide sequence is AEAALENLV. (2) The peptide sequence is EIFSMMVSSF. The MHC is HLA-A32:01 with pseudo-sequence HLA-A32:01. The binding affinity (normalized) is 0.338. (3) The peptide sequence is VVYRGTTTY. The MHC is HLA-B07:02 with pseudo-sequence HLA-B07:02. The binding affinity (normalized) is 0.0847. (4) The peptide sequence is MISYGGGWR. The MHC is HLA-A68:01 with pseudo-sequence HLA-A68:01. The binding affinity (normalized) is 0.564. (5) The peptide sequence is SSSMRKTDWL. The MHC is HLA-B57:01 with pseudo-sequence HLA-B57:01. The binding affinity (normalized) is 0.256.